Dataset: Forward reaction prediction with 1.9M reactions from USPTO patents (1976-2016). Task: Predict the product of the given reaction. (1) The product is: [CH3:44][O:43][C:41](=[O:42])[CH2:40][N:14]([C:9]1[CH:10]=[N:11][CH:12]=[CH:13][C:8]=1[C:6]1[CH:7]=[C:2]([F:1])[CH:3]=[CH:4][C:5]=1[O:31][CH3:32])[C:15](=[O:30])[C:16]1[CH:21]=[C:20]([C:22]([F:25])([F:23])[F:24])[CH:19]=[C:18]([S:26]([CH3:29])(=[O:28])=[O:27])[CH:17]=1. Given the reactants [F:1][C:2]1[CH:3]=[CH:4][C:5]([O:31][CH3:32])=[C:6]([C:8]2[CH:13]=[CH:12][N:11]=[CH:10][C:9]=2[NH:14][C:15](=[O:30])[C:16]2[CH:21]=[C:20]([C:22]([F:25])([F:24])[F:23])[CH:19]=[C:18]([S:26]([CH3:29])(=[O:28])=[O:27])[CH:17]=2)[CH:7]=1.CC(C)([O-])C.[K+].Br[CH2:40][C:41]([O:43][CH3:44])=[O:42], predict the reaction product. (2) Given the reactants [Br:1][C:2]1[CH:7]=[CH:6][C:5]([CH:8]([CH3:12])[CH2:9][CH2:10][OH:11])=[CH:4][CH:3]=1.[H-].[Na+].I[CH3:16], predict the reaction product. The product is: [Br:1][C:2]1[CH:3]=[CH:4][C:5]([CH:8]([CH2:9][CH2:10][O:11][CH3:16])[CH3:12])=[CH:6][CH:7]=1. (3) Given the reactants [Cl:1][C:2]1[CH:3]=[C:4]([C:8]2[N:13]3[N:14]=[C:15]([NH:17][C:18]4[CH:23]=[CH:22][C:21]([O:24][C:25]5[CH:30]=[CH:29][N:28]=[CH:27][CH:26]=5)=[CH:20][CH:19]=4)[N:16]=[C:12]3[N:11]=[C:10](SC)[C:9]=2[C:33]#[N:34])[CH:5]=[CH:6][CH:7]=1.C(OCC)(=O)C.[CH3:41][N:42]1[CH2:47][CH2:46][NH:45][CH2:44][CH2:43]1, predict the reaction product. The product is: [Cl:1][C:2]1[CH:3]=[C:4]([C:8]2[N:13]3[N:14]=[C:15]([NH:17][C:18]4[CH:23]=[CH:22][C:21]([O:24][C:25]5[CH:30]=[CH:29][N:28]=[CH:27][CH:26]=5)=[CH:20][CH:19]=4)[N:16]=[C:12]3[N:11]=[C:10]([N:45]3[CH2:46][CH2:47][N:42]([CH3:41])[CH2:43][CH2:44]3)[C:9]=2[C:33]#[N:34])[CH:5]=[CH:6][CH:7]=1. (4) Given the reactants [CH3:1][S:2]([NH:5][C:6]1[CH:21]=[CH:20][C:9]2[NH:10][C:11]([CH2:16][C:17]([OH:19])=O)=[N:12][S:13](=[O:15])(=[O:14])[C:8]=2[CH:7]=1)(=[O:4])=[O:3].Cl.CN(C)CCCN=C=NCC.CN1CCOCC1.C([O:43][C:44]([C@H:46]1[C@@H:51]([NH:52][CH2:53][CH:54]([CH3:56])[CH3:55])[C@H:50]2[CH2:57][C@@H:47]1[CH2:48][CH2:49]2)=O)C.[O-]CC.[Na+].C(O)C, predict the reaction product. The product is: [OH:43][C:44]1[C@H:46]2[C@H:51]([C@H:50]3[CH2:57][C@@H:47]2[CH2:48][CH2:49]3)[N:52]([CH2:53][CH:54]([CH3:56])[CH3:55])[C:17](=[O:19])[C:16]=1[C:11]1[NH:10][C:9]2[CH:20]=[CH:21][C:6]([NH:5][S:2]([CH3:1])(=[O:3])=[O:4])=[CH:7][C:8]=2[S:13](=[O:15])(=[O:14])[N:12]=1. (5) Given the reactants C[O-].[Cl:3][C:4]1[CH:9]=[C:8]([Cl:10])[C:7]([O:11][CH3:12])=[CH:6][C:5]=1[NH:13][C:14]1[C:23]2[C:18](=[CH:19][C:20]([O:26][CH2:27][CH2:28][CH2:29][N:30]3[CH2:35][CH2:34][N:33]([CH3:36])[CH2:32][CH2:31]3)=[C:21]([O:24][CH3:25])[CH:22]=2)[N:17]=[CH:16][C:15]=1[C:37]#[N:38], predict the reaction product. The product is: [OH2:11].[Cl:3][C:4]1[CH:9]=[C:8]([Cl:10])[C:7]([O:11][CH3:12])=[CH:6][C:5]=1[NH:13][C:14]1[C:23]2[C:18](=[CH:19][C:20]([O:26][CH2:27][CH2:28][CH2:29][N:30]3[CH2:35][CH2:34][N:33]([CH3:36])[CH2:32][CH2:31]3)=[C:21]([O:24][CH3:25])[CH:22]=2)[N:17]=[CH:16][C:15]=1[C:37]#[N:38]. (6) Given the reactants [OH:1][C:2]1[C:7]2[C@@:8]3([OH:45])[C@@:21]([O:25][CH3:26])([C@H:22]([OH:24])[CH2:23][C:6]=2[CH:5]=[C:4]([CH3:46])[C:3]=1[C:47]([O:49][CH3:50])=[O:48])[C:20](=[O:27])[C:19]1[C:10](=[CH:11][C:12]2[C:13](=[O:43])[C:14]([NH:30][C@@H:31]4[C@H:36]([O:37][CH3:38])[C@H:35]([OH:39])[C@@H:34]([O:40][CH3:41])[C@H:33]([CH3:42])[O:32]4)=[CH:15][C:16](=O)[C:17]=2[C:18]=1[OH:28])[C:9]3=[O:44].Cl.[NH2:52][OH:53], predict the reaction product. The product is: [OH:1][C:2]1[C:7]2[C@@:8]3([OH:45])[C@@:21]([O:25][CH3:26])([C@H:22]([OH:24])[CH2:23][C:6]=2[CH:5]=[C:4]([CH3:46])[C:3]=1[C:47]([O:49][CH3:50])=[O:48])[C:20](=[O:27])[C:19]1[C:10](=[CH:11][C:12]2[C:13](=[O:43])[C:14]([NH:30][C@@H:31]4[C@H:36]([O:37][CH3:38])[C@H:35]([OH:39])[C@@H:34]([O:40][CH3:41])[C@H:33]([CH3:42])[O:32]4)=[CH:15]/[C:16](=[N:52]\[OH:53])/[C:17]=2[C:18]=1[OH:28])[C:9]3=[O:44].